Regression. Given a peptide amino acid sequence and an MHC pseudo amino acid sequence, predict their binding affinity value. This is MHC class II binding data. From a dataset of Peptide-MHC class II binding affinity with 134,281 pairs from IEDB. (1) The peptide sequence is ETAYFILKLAGRWPVKVI. The MHC is HLA-DPA10103-DPB10401 with pseudo-sequence HLA-DPA10103-DPB10401. The binding affinity (normalized) is 0.497. (2) The peptide sequence is GQKYFKGNFQRLAIT. The MHC is DRB1_0901 with pseudo-sequence DRB1_0901. The binding affinity (normalized) is 0.651. (3) The peptide sequence is NGNATPQLTKNAGVL. The MHC is HLA-DPA10201-DPB10501 with pseudo-sequence HLA-DPA10201-DPB10501. The binding affinity (normalized) is 0.216. (4) The MHC is DRB1_1501 with pseudo-sequence DRB1_1501. The binding affinity (normalized) is 0.618. The peptide sequence is FLIMRNLTNLLSARK. (5) The peptide sequence is NGSAEVHRGAVPRRG. The MHC is HLA-DQA10401-DQB10402 with pseudo-sequence HLA-DQA10401-DQB10402. The binding affinity (normalized) is 0.163. (6) The peptide sequence is ASLIYRRRLMKQDFS. The MHC is DRB1_0802 with pseudo-sequence DRB1_0802. The binding affinity (normalized) is 0. (7) The peptide sequence is AFKVAATAANAMPAN. The MHC is DRB1_0401 with pseudo-sequence DRB1_0401. The binding affinity (normalized) is 0.792. (8) The peptide sequence is YDNFLANVSTVLTGK. The MHC is DRB1_1101 with pseudo-sequence DRB1_1101. The binding affinity (normalized) is 0.613. (9) The peptide sequence is GNGVVALRNAQLVTF. The binding affinity (normalized) is 1.00. The MHC is DRB1_1001 with pseudo-sequence DRB1_1001. (10) The peptide sequence is GTKTPVSPGEMRLRD. The MHC is DRB1_0801 with pseudo-sequence DRB1_0801. The binding affinity (normalized) is 0.